This data is from Catalyst prediction with 721,799 reactions and 888 catalyst types from USPTO. The task is: Predict which catalyst facilitates the given reaction. (1) Reactant: [Br:1][C:2]1[CH:3]=[CH:4][C:5]2[C:9]3[CH:10]=[CH:11][CH:12]=[CH:13][C:8]=3[S:7](=[O:14])[C:6]=2[CH:15]=1.S(=O)(=O)(O)O.[N+:21]([O-])([OH:23])=[O:22]. Product: [Br:1][C:2]1[CH:3]=[CH:4][C:5]2[C:9]3[CH:10]=[CH:11][C:12]([N+:21]([O-:23])=[O:22])=[CH:13][C:8]=3[S:7](=[O:14])[C:6]=2[CH:15]=1. The catalyst class is: 15. (2) Reactant: [CH3:1][C:2]1[N:3]=[C:4]([C:13]2[CH:18]=[CH:17][CH:16]=[CH:15][CH:14]=2)[O:5][C:6]=1[CH2:7][C:8](OCC)=[O:9].[Li+].[BH4-].Cl. Product: [CH3:1][C:2]1[N:3]=[C:4]([C:13]2[CH:18]=[CH:17][CH:16]=[CH:15][CH:14]=2)[O:5][C:6]=1[CH2:7][CH2:8][OH:9]. The catalyst class is: 1.